From a dataset of Full USPTO retrosynthesis dataset with 1.9M reactions from patents (1976-2016). Predict the reactants needed to synthesize the given product. (1) The reactants are: [NH2:1][C:2]1[C:3]2[N:4]([C:8]([N:30]3[CH2:35][CH2:34][CH2:33][CH:32]([C:36]([O:38]C)=[O:37])[CH2:31]3)=[N:9][C:10]=2[C:11]2[CH:16]=[CH:15][C:14]([C:17](=[O:29])[NH:18][C:19]3[CH:24]=[C:23]([C:25]([F:28])([F:27])[F:26])[CH:22]=[CH:21][N:20]=3)=[CH:13][CH:12]=2)[CH:5]=[CH:6][N:7]=1.[Li+].[OH-]. Given the product [NH2:1][C:2]1[C:3]2[N:4]([C:8]([N:30]3[CH2:35][CH2:34][CH2:33][CH:32]([C:36]([OH:38])=[O:37])[CH2:31]3)=[N:9][C:10]=2[C:11]2[CH:16]=[CH:15][C:14]([C:17](=[O:29])[NH:18][C:19]3[CH:24]=[C:23]([C:25]([F:27])([F:26])[F:28])[CH:22]=[CH:21][N:20]=3)=[CH:13][CH:12]=2)[CH:5]=[CH:6][N:7]=1, predict the reactants needed to synthesize it. (2) Given the product [S:22]([S:26]([O-:28])=[O:27])([O-:25])(=[O:24])=[O:23].[Na+:29].[CH3:1][N:2]([CH2:9][CH2:10][O:11][C:12]1[CH:13]=[CH:14][C:15]([CH:16]=[O:17])=[CH:18][CH:19]=1)[C:3]1[CH:8]=[CH:7][CH:6]=[CH:5][N:4]=1.[Na+:29], predict the reactants needed to synthesize it. The reactants are: [CH3:1][N:2]([CH2:9][CH2:10][O:11][C:12]1[CH:19]=[CH:18][C:15]([CH:16]=[O:17])=[CH:14][CH:13]=1)[C:3]1[CH:8]=[CH:7][CH:6]=[CH:5][N:4]=1.CO.[S:22]([S:26]([O-:28])=[O:27])([O-:25])(=[O:24])=[O:23].[Na+:29].[Na+]. (3) Given the product [CH:1]1([C:4]2[C:5]([CH2:13][OH:14])=[CH:6][C:7]3[N:8]([CH:10]=[N:11][N:12]=3)[CH:9]=2)[CH2:3][CH2:2]1, predict the reactants needed to synthesize it. The reactants are: [CH:1]1([C:4]2[C:5]([C:13](OC(C)(C)C)=[O:14])=[CH:6][C:7]3[N:8]([CH:10]=[N:11][N:12]=3)[CH:9]=2)[CH2:3][CH2:2]1.FC(F)(F)S(O)(=O)=O.C(C1NC=CN=1)(C1NC=CN=1)=O.[BH4-].[Na+].Cl.[OH-].[Na+]. (4) Given the product [C:25]([O:29][C:30](=[O:39])[NH:31][CH2:32][CH:33]1[O:38][CH2:37][CH2:36][N:35]([CH2:23]/[CH:22]=[CH:21]/[C:18]2[CH:19]=[CH:20][C:15]([CH2:14][N:13]3[C:6]4=[N:7][C:8]([CH3:12])=[CH:9][C:10]([CH3:11])=[C:5]4[N:4]=[C:3]3[CH2:1][CH3:2])=[CH:16][CH:17]=2)[CH2:34]1)([CH3:28])([CH3:26])[CH3:27], predict the reactants needed to synthesize it. The reactants are: [CH2:1]([C:3]1[N:13]([CH2:14][C:15]2[CH:20]=[CH:19][C:18](/[CH:21]=[CH:22]/[CH2:23]O)=[CH:17][CH:16]=2)[C:6]2=[N:7][C:8]([CH3:12])=[CH:9][C:10]([CH3:11])=[C:5]2[N:4]=1)[CH3:2].[C:25]([O:29][C:30](=[O:39])[NH:31][CH2:32][CH:33]1[O:38][CH2:37][CH2:36][NH:35][CH2:34]1)([CH3:28])([CH3:27])[CH3:26].